Dataset: Full USPTO retrosynthesis dataset with 1.9M reactions from patents (1976-2016). Task: Predict the reactants needed to synthesize the given product. (1) Given the product [SH:20][C:19]1[N:8]2[CH:7]=[C:6]([C:9]3[CH:10]=[CH:11][C:12](=[O:17])[N:13]([CH2:15][CH3:16])[CH:14]=3)[CH:5]=[CH:4][C:3]2=[N:1][N:2]=1, predict the reactants needed to synthesize it. The reactants are: [NH:1]([C:3]1[N:8]=[CH:7][C:6]([C:9]2[CH:10]=[CH:11][C:12](=[O:17])[N:13]([CH2:15][CH3:16])[CH:14]=2)=[CH:5][CH:4]=1)[NH2:2].N(C1C=CC=CC=1)=[C:19]=[S:20]. (2) The reactants are: [OH:1][C:2]([CH3:21])([CH3:20])[CH2:3][N:4]1[C:8]([CH3:9])=[C:7]([C:10]([OH:12])=O)[C:6](=[O:13])[N:5]1[C:14]1[CH:19]=[CH:18][CH:17]=[CH:16][CH:15]=1.[CH3:22][C:23]1([CH3:37])[C:27]([CH3:29])([CH3:28])[O:26][B:25]([C:30]2[CH:35]=[CH:34][C:33]([NH2:36])=[CH:32][CH:31]=2)[O:24]1.C([O-])([O-])=O.[K+].[K+].CN(C(ON1N=NC2C=CC=NC1=2)=[N+](C)C)C.F[P-](F)(F)(F)(F)F. Given the product [OH:1][C:2]([CH3:21])([CH3:20])[CH2:3][N:4]1[C:8]([CH3:9])=[C:7]([C:10]([NH:36][C:33]2[CH:32]=[CH:31][C:30]([B:25]3[O:26][C:27]([CH3:29])([CH3:28])[C:23]([CH3:37])([CH3:22])[O:24]3)=[CH:35][CH:34]=2)=[O:12])[C:6](=[O:13])[N:5]1[C:14]1[CH:15]=[CH:16][CH:17]=[CH:18][CH:19]=1, predict the reactants needed to synthesize it. (3) Given the product [NH2:1][C:2]1[C:10]2[C:9]([C:11]3[CH:16]=[CH:15][CH:14]=[C:13]([Cl:17])[CH:12]=3)=[N:8][C:7]([O:24][CH2:25][C:26](=[O:27])[NH2:28])=[N:6][C:5]=2[S:4][C:3]=1[C:21]([NH2:23])=[O:22], predict the reactants needed to synthesize it. The reactants are: [NH2:1][C:2]1[C:10]2[C:9]([C:11]3[CH:16]=[CH:15][CH:14]=[C:13]([Cl:17])[CH:12]=3)=[N:8][C:7](S(C)=O)=[N:6][C:5]=2[S:4][C:3]=1[C:21]([NH2:23])=[O:22].[OH:24][CH2:25][C:26]([NH2:28])=[O:27].C(=O)([O-])[O-].[K+].[K+]. (4) Given the product [NH2:9][C:8]1[CH:10]=[CH:11][CH:12]=[CH:13][C:7]=1[C:5](=[O:18])[CH2:1][CH3:2], predict the reactants needed to synthesize it. The reactants are: [CH2:1]([Mg]Cl)[CH3:2].[C:5]([C:7]1[CH:13]=[CH:12][CH:11]=[CH:10][C:8]=1[NH2:9])#N.Cl.C1C[O:18]CC1. (5) Given the product [Cl:15][C:16]1[CH:17]=[C:18]([NH:19][C:2]2[N:7]=[C:6]([C:8]3[CH:13]=[CH:12][N:11]=[C:10]([NH:28][CH:26]([CH3:27])[CH2:25][O:24][CH3:23])[N:9]=3)[N:5]=[CH:4][N:3]=2)[CH:20]=[CH:21][CH:22]=1, predict the reactants needed to synthesize it. The reactants are: Cl[C:2]1[N:7]=[C:6]([C:8]2[CH:13]=[CH:12][N:11]=[C:10](Cl)[N:9]=2)[N:5]=[CH:4][N:3]=1.[Cl:15][C:16]1[CH:17]=[C:18]([CH:20]=[CH:21][CH:22]=1)[NH2:19].[CH3:23][O:24][CH2:25][CH:26]([NH2:28])[CH3:27]. (6) Given the product [F:21][C:3]1[CH:4]=[C:5]([O:6][CH2:7][CH:8]2[CH2:13][CH2:12][N:11]([CH2:14][C:15]([F:18])([CH3:17])[CH3:16])[CH2:10][CH2:9]2)[CH:19]=[CH:20][C:2]=1[C:30]1[CH:31]=[CH:32][C:27]([C:25]([O:24][CH2:22][CH3:23])=[O:26])=[C:28]([F:36])[CH:29]=1, predict the reactants needed to synthesize it. The reactants are: Br[C:2]1[CH:20]=[CH:19][C:5]([O:6][CH2:7][CH:8]2[CH2:13][CH2:12][N:11]([CH2:14][C:15]([F:18])([CH3:17])[CH3:16])[CH2:10][CH2:9]2)=[CH:4][C:3]=1[F:21].[CH2:22]([O:24][C:25]([C:27]1[CH:32]=[CH:31][C:30](B(O)O)=[CH:29][C:28]=1[F:36])=[O:26])[CH3:23].C([O-])([O-])=O.[Cs+].[Cs+].